From a dataset of Reaction yield outcomes from USPTO patents with 853,638 reactions. Predict the reaction yield, written as a fraction of the theoretical maximum amount of product (1.0 means a 100% yield; for example, 0.34 means a 34% yield). The reactants are [C:1]([CH2:3][NH:4][C:5]([NH:7][CH2:8][CH3:9])=[O:6])#[N:2].CC(C)([O-])C.[K+].[F:16][C:17]([F:42])([F:41])[C:18]1[CH:36]=[C:35]([C:37]([F:40])([F:39])[F:38])[CH:34]=[CH:33][C:19]=1[CH2:20][O:21][C:22]1[CH:29]=[CH:28][C:25]([CH:26]=O)=[CH:24][C:23]=1[O:30][CH2:31][CH3:32]. The catalyst is C(O)C. The product is [F:16][C:17]([F:41])([F:42])[C:18]1[CH:36]=[C:35]([C:37]([F:40])([F:39])[F:38])[CH:34]=[CH:33][C:19]=1[CH2:20][O:21][C:22]1[CH:29]=[CH:28][C:25](/[CH:26]=[C:3]2\[NH:4][C:5](=[O:6])[N:7]([CH2:8][CH3:9])[C:1]\2=[NH:2])=[CH:24][C:23]=1[O:30][CH2:31][CH3:32]. The yield is 0.760.